This data is from Forward reaction prediction with 1.9M reactions from USPTO patents (1976-2016). The task is: Predict the product of the given reaction. (1) The product is: [C:8]([C:7]1[C:2]([NH:20][C:21]2[CH:22]=[C:23]3[C:27](=[CH:28][CH:29]=2)[NH:26][CH:25]=[CH:24]3)=[C:3]2[CH:12]=[C:11](/[CH:13]=[CH:14]/[C:15]([O:17][CH2:18][CH3:19])=[O:16])[S:10][C:4]2=[N:5][CH:6]=1)#[N:9]. Given the reactants Cl[C:2]1[C:7]([C:8]#[N:9])=[CH:6][N:5]=[C:4]2[S:10][C:11](/[CH:13]=[CH:14]/[C:15]([O:17][CH2:18][CH3:19])=[O:16])=[CH:12][C:3]=12.[NH2:20][C:21]1[CH:22]=[C:23]2[C:27](=[CH:28][CH:29]=1)[NH:26][CH:25]=[CH:24]2, predict the reaction product. (2) Given the reactants [F:1][C:2]1[CH:3]=[C:4]([C:13]([CH3:17])([CH3:16])[CH2:14]O)[CH:5]=[C:6]2[C:11]=1[C:10](=[O:12])[NH:9][CH:8]=[CH:7]2.C(N(S(F)(F)[F:24])CC)C.O, predict the reaction product. The product is: [F:1][C:2]1[CH:3]=[C:4]([C:13]([CH3:17])([CH3:16])[CH2:14][F:24])[CH:5]=[C:6]2[C:11]=1[C:10](=[O:12])[NH:9][CH:8]=[CH:7]2. (3) The product is: [CH2:10]([O:9][CH2:8][C@@H:5]1[O:6][CH2:7][C@@:2]([NH:1][C:44]([NH:46][C:47](=[O:63])[O:48][CH2:49][CH:50]2[C:51]3[CH:52]=[CH:53][CH:54]=[CH:55][C:56]=3[C:57]3[C:62]2=[CH:61][CH:60]=[CH:59][CH:58]=3)=[S:45])([C:19]2[CH:24]=[CH:23][C:22]([F:25])=[CH:21][C:20]=2[F:26])[C@H:3]([CH2:17][OH:18])[CH2:4]1)[C:11]1[CH:12]=[CH:13][CH:14]=[CH:15][CH:16]=1. Given the reactants [NH2:1][C@@:2]1([C:19]2[CH:24]=[CH:23][C:22]([F:25])=[CH:21][C:20]=2[F:26])[CH2:7][O:6][C@@H:5]([CH2:8][O:9][CH2:10][C:11]2[CH:16]=[CH:15][CH:14]=[CH:13][CH:12]=2)[CH2:4][C@H:3]1[CH2:17][OH:18].FC1C=C(F)C=CC=1[C@@]1(N[C:44]([NH:46][C:47](=[O:63])[O:48][CH2:49][CH:50]2[C:62]3[CH:61]=[CH:60][CH:59]=[CH:58][C:57]=3[C:56]3[C:51]2=[CH:52][CH:53]=[CH:54][CH:55]=3)=[S:45])[C@H](CO)CCOC1, predict the reaction product. (4) Given the reactants [Cl:1][C:2]1[CH:10]=[CH:9][C:8]2[N:7](C(OC(C)(C)C)=O)[C:6]3[C:18](=[O:21])[CH2:19][CH2:20][C:5]=3[C:4]=2[C:3]=1[Cl:22].C(O)(C(F)(F)F)=O, predict the reaction product. The product is: [Cl:1][C:2]1[CH:10]=[CH:9][C:8]2[NH:7][C:6]3[C:18](=[O:21])[CH2:19][CH2:20][C:5]=3[C:4]=2[C:3]=1[Cl:22]. (5) Given the reactants [NH:1]1[C:5]2=[N:6][CH:7]=[CH:8][CH:9]=[C:4]2[C:3]([CH2:10][C:11]([O:13][CH3:14])=[O:12])=[CH:2]1.[H-].[Na+].[Si:17]([O:24][CH2:25][CH2:26][C@@H:27]1[CH2:29][N:28]1[S:30]([C:33]1[CH:38]=[CH:37][C:36]([F:39])=[CH:35][CH:34]=1)(=[O:32])=[O:31])([C:20]([CH3:23])([CH3:22])[CH3:21])([CH3:19])[CH3:18].[Cl-].[NH4+], predict the reaction product. The product is: [Si:17]([O:24][CH2:25][CH2:26][C@@H:27]([NH:28][S:30]([C:33]1[CH:38]=[CH:37][C:36]([F:39])=[CH:35][CH:34]=1)(=[O:32])=[O:31])[CH2:29][N:1]1[C:5]2=[N:6][CH:7]=[CH:8][CH:9]=[C:4]2[C:3]([CH2:10][C:11]([O:13][CH3:14])=[O:12])=[CH:2]1)([C:20]([CH3:23])([CH3:21])[CH3:22])([CH3:19])[CH3:18]. (6) Given the reactants [C:1]([C:5]1[O:9][N:8]=[C:7]([N:10]2[C:14](=[O:15])[C:13]([O:16][CH3:17])=[C:12]([CH3:18])[CH2:11]2)[C:6]=1[C:19]#[N:20])([CH3:4])([CH3:3])[CH3:2].[O:21]=C(CC)C(O)=O.C=O.NC1C(C#N)=C(C(C)(C)C)ON=1.CC(C)(C)C(O)=O.C(Cl)(Cl)(Cl)Cl.BrN1C(=O)CCC1=O.N(C(C)(C)C#N)=NC(C)(C)C#N, predict the reaction product. The product is: [C:1]([C:5]1[O:9][N:8]=[C:7]([N:10]2[C:14](=[O:15])[C:13]([O:16][CH3:17])=[C:12]([CH3:18])[CH:11]2[OH:21])[C:6]=1[C:19]#[N:20])([CH3:4])([CH3:2])[CH3:3]. (7) Given the reactants [F:1][C:2]1[CH:3]=[C:4]([CH:6]=[CH:7][CH:8]=1)[NH2:5].C(=O)(O)[O-].[Na+].CO.ClCCl.[I:19](Cl)(=O)=O.I(Cl)(=O)=O.C([N+](C)(C)C)C1C=CC=CC=1, predict the reaction product. The product is: [F:1][C:2]1[CH:3]=[C:4]([CH:6]=[CH:7][C:8]=1[I:19])[NH2:5]. (8) Given the reactants [BH4-].[Na+].[C:3]([O:7][C:8]([NH:10][C@@H:11]1[CH:16]([C:17]2[CH:22]=[C:21]([F:23])[CH:20]=[CH:19][C:18]=2[F:24])[S:15][CH2:14][C@H:13]([N:25]2[CH2:32][C:31]3[C:27](=[N:28][N:29]([CH2:33][C:34](OC)=[O:35])[CH:30]=3)[CH2:26]2)[CH2:12]1)=[O:9])([CH3:6])([CH3:5])[CH3:4].Cl, predict the reaction product. The product is: [F:24][C:18]1[CH:19]=[CH:20][C:21]([F:23])=[CH:22][C:17]=1[CH:16]1[C@@H:11]([NH:10][C:8](=[O:9])[O:7][C:3]([CH3:4])([CH3:5])[CH3:6])[CH2:12][C@@H:13]([N:25]2[CH2:32][C:31]3[C:27](=[N:28][N:29]([CH2:33][CH2:34][OH:35])[CH:30]=3)[CH2:26]2)[CH2:14][S:15]1.